This data is from Reaction yield outcomes from USPTO patents with 853,638 reactions. The task is: Predict the reaction yield, written as a fraction of the theoretical maximum amount of product (1.0 means a 100% yield; for example, 0.34 means a 34% yield). (1) The reactants are C([O:8][C:9]1[C:13]([O:14]CC2C=CC=CC=2)=[C:12]([C:22]([N:24]2[CH2:29][CH2:28][N:27]([CH3:30])[CH2:26][CH2:25]2)=[O:23])[N:11]([C:31]2[CH:36]=[CH:35][C:34]([O:37][CH3:38])=[CH:33][CH:32]=2)[C:10]=1[C:39]([N:41]([CH3:43])[CH3:42])=[O:40])C1C=CC=CC=1.[H][H]. The catalyst is CO.[Pd]. The product is [OH:8][C:9]1[C:13]([OH:14])=[C:12]([C:22]([N:24]2[CH2:29][CH2:28][N:27]([CH3:30])[CH2:26][CH2:25]2)=[O:23])[N:11]([C:31]2[CH:32]=[CH:33][C:34]([O:37][CH3:38])=[CH:35][CH:36]=2)[C:10]=1[C:39]([N:41]([CH3:42])[CH3:43])=[O:40]. The yield is 0.780. (2) The reactants are CC1(C)O[C@H](C(C2C=CC3C(=CC=CC=3)C=2)(C2C=CC3C(=CC=CC=3)C=2)O)[C@@H](C(C2C=CC3C(=CC=CC=3)C=2)(C2C=CC3C(=CC=CC=3)C=2)O)O1.C([Zn][CH2:55][CH3:56])C.[Cl:57][C:58]1[CH:59]=[C:60]([CH:63]=[CH:64][C:65]=1[O:66][C:67]([F:70])([F:69])[F:68])[CH:61]=[O:62].O. The catalyst is CCCCCC.CC(C)[O-].CC(C)[O-].CC(C)[O-].CC(C)[O-].[Ti+4].C(Cl)(Cl)Cl. The product is [Cl:57][C:58]1[CH:59]=[C:60]([C@H:61]([OH:62])[CH2:55][CH3:56])[CH:63]=[CH:64][C:65]=1[O:66][C:67]([F:69])([F:70])[F:68]. The yield is 0.430. (3) The reactants are [O:1]([C:8]1[CH:28]=[CH:27][C:11]([O:12][C:13]2[CH:18]=[CH:17][N:16]=[CH:15][C:14]=2[C:19]2[CH:24]=[CH:23][C:22]([CH2:25][NH2:26])=[CH:21][CH:20]=2)=[CH:10][CH:9]=1)[C:2]1[CH:7]=[CH:6][CH:5]=[CH:4][CH:3]=1.C(N(CC)CC)C.[CH2:36]1C[O:39][CH2:38][CH2:37]1. The catalyst is ClCCl. The product is [O:1]([C:8]1[CH:9]=[CH:10][C:11]([O:12][C:13]2[CH:18]=[CH:17][N:16]=[CH:15][C:14]=2[C:19]2[CH:24]=[CH:23][C:22]([CH2:25][NH:26][C:38](=[O:39])[CH:37]=[CH2:36])=[CH:21][CH:20]=2)=[CH:27][CH:28]=1)[C:2]1[CH:7]=[CH:6][CH:5]=[CH:4][CH:3]=1. The yield is 0.230. (4) The reactants are [CH3:1][O:2][C:3]([C:5]1[CH:10]=[C:9](Cl)[N:8]=[C:7]([Cl:12])[N:6]=1)=[O:4].[NH:13]1[CH2:18][CH2:17][CH2:16][CH2:15][CH2:14]1. The catalyst is ClCCl. The product is [CH3:1][O:2][C:3]([C:5]1[CH:10]=[C:9]([N:13]2[CH2:18][CH2:17][CH2:16][CH2:15][CH2:14]2)[N:8]=[C:7]([Cl:12])[N:6]=1)=[O:4]. The yield is 0.400. (5) The reactants are C(=O)([O-])[O-].[K+].[K+].[NH2:7][C:8]1[C:23]([Cl:24])=[CH:22][C:21]([Cl:25])=[CH:20][C:9]=1[C:10]([N:12]=[S:13]([CH:17]([CH3:19])[CH3:18])[CH:14]([CH3:16])[CH3:15])=[O:11].[Cl:26][C:27]1[C:28]([N:33]2[C:37]([C:38](Cl)=[O:39])=[CH:36][C:35]([C:41]([F:44])([F:43])[F:42])=[N:34]2)=[N:29][CH:30]=[CH:31][CH:32]=1.O. The catalyst is C1(C)C=CC=CC=1. The product is [Cl:26][C:27]1[C:28]([N:33]2[C:37]([C:38]([NH:7][C:8]3[C:9]([C:10](=[O:11])[N:12]=[S:13]([CH:17]([CH3:19])[CH3:18])[CH:14]([CH3:15])[CH3:16])=[CH:20][C:21]([Cl:25])=[CH:22][C:23]=3[Cl:24])=[O:39])=[CH:36][C:35]([C:41]([F:44])([F:42])[F:43])=[N:34]2)=[N:29][CH:30]=[CH:31][CH:32]=1. The yield is 0.840.